From a dataset of Full USPTO retrosynthesis dataset with 1.9M reactions from patents (1976-2016). Predict the reactants needed to synthesize the given product. (1) Given the product [Cl:20][C:10]1[C:9]2[CH2:8][CH2:7][C:6]3[CH:16]=[CH:17][C:3]([O:2][CH3:1])=[CH:4][C:5]=3[C:14]=2[N:13]=[CH:12][N:11]=1, predict the reactants needed to synthesize it. The reactants are: [CH3:1][O:2][C:3]1[CH:17]=[CH:16][C:6]2[CH2:7][CH2:8][C:9]3[C:10](O)=[N:11][CH:12]=[N:13][C:14]=3[C:5]=2[CH:4]=1.P(Cl)(Cl)([Cl:20])=O. (2) The reactants are: O1CCCCC1[O:7][NH:8][C:9]([C:11]1[CH:12]=[C:13]2[C:18](=[CH:19][CH:20]=1)[CH2:17][N:16]([C:21]([O:23][CH2:24][CH2:25][CH2:26][O:27][CH3:28])=[O:22])[CH2:15][CH2:14]2)=[O:10]. Given the product [CH3:28][O:27][CH2:26][CH2:25][CH2:24][O:23][C:21]([N:16]1[CH2:15][CH2:14][C:13]2[C:18](=[CH:19][CH:20]=[C:11]([C:9](=[O:10])[NH:8][OH:7])[CH:12]=2)[CH2:17]1)=[O:22], predict the reactants needed to synthesize it. (3) Given the product [NH2:1][C:2]1[N:7]([CH3:8])[C:6](=[O:9])[C:5]([CH3:10])([CH3:11])[C@:4]([C:13]2[CH:18]=[C:17]([NH:19][CH:27]3[C:28]4[C:24](=[CH:23][C:22]([Cl:21])=[CH:30][CH:29]=4)[C:25]([CH3:33])([CH3:32])[CH2:26]3)[CH:16]=[CH:15][C:14]=2[F:20])([CH3:12])[N:3]=1, predict the reactants needed to synthesize it. The reactants are: [NH2:1][C:2]1[N:7]([CH3:8])[C:6](=[O:9])[C:5]([CH3:11])([CH3:10])[C@:4]([C:13]2[CH:18]=[C:17]([NH2:19])[CH:16]=[CH:15][C:14]=2[F:20])([CH3:12])[N:3]=1.[Cl:21][C:22]1[CH:23]=[C:24]2[C:28](=[CH:29][CH:30]=1)[C:27](=O)[CH2:26][C:25]2([CH3:33])[CH3:32].[B][B][B][B][B][B][B][B][B][B]. (4) Given the product [CH3:31][S:28]([N:25]1[CH2:24][CH:23]=[C:22]([C:19]2[CH:18]=[CH:17][C:16]([O:15][CH2:14][CH:11]3[CH2:12][CH2:13][NH:8][CH2:9][CH2:10]3)=[CH:21][N:20]=2)[CH2:27][CH2:26]1)(=[O:29])=[O:30], predict the reactants needed to synthesize it. The reactants are: C(OC([N:8]1[CH2:13][CH2:12][CH:11]([CH2:14][O:15][C:16]2[CH:17]=[CH:18][C:19]([C:22]3[CH2:23][CH2:24][N:25]([S:28]([CH3:31])(=[O:30])=[O:29])[CH2:26][CH:27]=3)=[N:20][CH:21]=2)[CH2:10][CH2:9]1)=O)(C)(C)C.Cl.[OH-].[Na+]. (5) Given the product [F:1][C:2]1[CH:8]=[CH:7][C:5]([NH:6][C:12]([C:14]2[N:15]=[C:16]3[CH:21]=[CH:20][C:19]([N:22]4[CH2:23][CH2:24][N:25]([C:28](=[O:39])[C:29]5[CH:34]=[CH:33][CH:32]=[CH:31][C:30]=5[C:35]([F:36])([F:38])[F:37])[CH2:26][CH2:27]4)=[N:18][N:17]3[CH:40]=2)=[O:11])=[CH:4][CH:3]=1, predict the reactants needed to synthesize it. The reactants are: [F:1][C:2]1[CH:8]=[CH:7][C:5]([NH2:6])=[CH:4][CH:3]=1.C([O:11][C:12]([C:14]1[N:15]=[C:16]2[CH:21]=[CH:20][C:19]([N:22]3[CH2:27][CH2:26][N:25]([C:28](=[O:39])[C:29]4[CH:34]=[CH:33][CH:32]=[CH:31][C:30]=4[C:35]([F:38])([F:37])[F:36])[CH2:24][CH2:23]3)=[N:18][N:17]2[CH:40]=1)=O)C. (6) Given the product [F:38][C:39]1[CH:40]=[C:41]([C:15]2[C:9]3[C:10](=[N:11][CH:12]=[C:7]([NH:6][C:4](=[O:5])[C:3]4[C:26]([F:37])=[CH:27][CH:28]=[C:29]([NH:30][S:31]([CH2:34][CH2:35][CH3:36])(=[O:33])=[O:32])[C:2]=4[F:1])[CH:8]=3)[NH:13][CH:14]=2)[CH:42]=[CH:43][C:44]=1[F:45], predict the reactants needed to synthesize it. The reactants are: [F:1][C:2]1[C:29]([NH:30][S:31]([CH2:34][CH2:35][CH3:36])(=[O:33])=[O:32])=[CH:28][CH:27]=[C:26]([F:37])[C:3]=1[C:4]([NH:6][C:7]1[CH:8]=[C:9]2[C:15](I)=[CH:14][N:13](S(C3C=CC=CC=3)(=O)=O)[C:10]2=[N:11][CH:12]=1)=[O:5].[F:38][C:39]1[CH:40]=[C:41](B(O)O)[CH:42]=[CH:43][C:44]=1[F:45].C([O-])([O-])=O.[K+].[K+].C(#N)C.